This data is from TCR-epitope binding with 47,182 pairs between 192 epitopes and 23,139 TCRs. The task is: Binary Classification. Given a T-cell receptor sequence (or CDR3 region) and an epitope sequence, predict whether binding occurs between them. (1) The epitope is VLWAHGFEL. The TCR CDR3 sequence is CASSLGAPGYGYTF. Result: 1 (the TCR binds to the epitope). (2) The epitope is AYILFTRFFYV. The TCR CDR3 sequence is CASSQDQTLYFMNTEAFF. Result: 0 (the TCR does not bind to the epitope). (3) The epitope is HSKKKCDEL. The TCR CDR3 sequence is CASRVSGGEEQYF. Result: 0 (the TCR does not bind to the epitope). (4) The epitope is QVPLRPMTYK. The TCR CDR3 sequence is CASRTSGEETQYF. Result: 0 (the TCR does not bind to the epitope). (5) The epitope is GLCTLVAML. The TCR CDR3 sequence is CSARNPGLAGVGETQYF. Result: 1 (the TCR binds to the epitope). (6) The epitope is SSNVANYQK. The TCR CDR3 sequence is CASSALASGGDEQFF. Result: 0 (the TCR does not bind to the epitope). (7) The epitope is TAFTIPSI. The TCR CDR3 sequence is CASNNSTGNQPQHF. Result: 0 (the TCR does not bind to the epitope).